This data is from TCR-epitope binding with 47,182 pairs between 192 epitopes and 23,139 TCRs. The task is: Binary Classification. Given a T-cell receptor sequence (or CDR3 region) and an epitope sequence, predict whether binding occurs between them. The epitope is YLQPRTFLL. Result: 1 (the TCR binds to the epitope). The TCR CDR3 sequence is CASSADIQQYF.